From a dataset of Catalyst prediction with 721,799 reactions and 888 catalyst types from USPTO. Predict which catalyst facilitates the given reaction. (1) Reactant: C(OC([N:8]1[CH2:13][CH2:12][CH:11]([CH2:14][O:15][C:16]2[C:25]3[C:20](=[CH:21][CH:22]=[CH:23][CH:24]=3)[C:19]([Cl:26])=[CH:18][C:17]=2[C:27](=[O:38])[NH:28][C:29]([C:33]([O:35][CH2:36][CH3:37])=[O:34])([CH3:32])[CH2:30][CH3:31])[CH2:10][CH2:9]1)=O)(C)(C)C.C(O)(C(F)(F)F)=O. Product: [CH2:36]([O:35][C:33](=[O:34])[C:29]([NH:28][C:27]([C:17]1[CH:18]=[C:19]([Cl:26])[C:20]2[C:25](=[CH:24][CH:23]=[CH:22][CH:21]=2)[C:16]=1[O:15][CH2:14][CH:11]1[CH2:10][CH2:9][NH:8][CH2:13][CH2:12]1)=[O:38])([CH3:32])[CH2:30][CH3:31])[CH3:37]. The catalyst class is: 4. (2) Reactant: Cl[C:2]1[C:7]([C:8]#[N:9])=[CH:6][N:5]=[CH:4][C:3]=1[F:10].C(=O)([O-])[O-].[K+].[K+].[C:17]([O:21][CH2:22][CH3:23])(=[O:20])[CH2:18][SH:19]. Product: [CH2:22]([O:21][C:17]([C:18]1[S:19][C:2]2[C:3]([F:10])=[CH:4][N:5]=[CH:6][C:7]=2[C:8]=1[NH2:9])=[O:20])[CH3:23]. The catalyst class is: 3.